This data is from Catalyst prediction with 721,799 reactions and 888 catalyst types from USPTO. The task is: Predict which catalyst facilitates the given reaction. (1) Reactant: [Cl:1][C:2]1[CH:3]=[N+:4]([O-:27])[CH:5]=[C:6]([Cl:26])[C:7]=1[CH2:8][C@@H:9]([C:11]1[CH:16]=[CH:15][C:14]([O:17][CH:18]([F:20])[F:19])=[C:13]([O:21][CH2:22][CH:23]2[CH2:25][CH2:24]2)[CH:12]=1)[OH:10].FC(F)(F)C(O)=O.[O:35]1[CH2:40][CH2:39][N:38]([CH2:41][CH2:42][N:43]([CH2:48][C:49]2[CH:50]=[C:51]3[C:55](=[CH:56][CH:57]=2)[C:54](=[O:58])[N:53]([CH2:59][C:60](O)=[O:61])[C:52]3=[O:63])[S:44]([CH3:47])(=[O:46])=[O:45])[CH2:37][CH2:36]1.C(Cl)CCl. Product: [Cl:1][C:2]1[CH:3]=[N+:4]([O-:27])[CH:5]=[C:6]([Cl:26])[C:7]=1[CH2:8][CH:9]([C:11]1[CH:16]=[CH:15][C:14]([O:17][CH:18]([F:20])[F:19])=[C:13]([O:21][CH2:22][CH:23]2[CH2:25][CH2:24]2)[CH:12]=1)[O:10][C:60](=[O:61])[CH2:59][N:53]1[C:52](=[O:63])[C:51]2[C:55](=[CH:56][CH:57]=[C:49]([CH2:48][N:43]([CH2:42][CH2:41][N:38]3[CH2:39][CH2:40][O:35][CH2:36][CH2:37]3)[S:44]([CH3:47])(=[O:46])=[O:45])[CH:50]=2)[C:54]1=[O:58]. The catalyst class is: 79. (2) Reactant: [F:1][C:2]([F:16])([F:15])[C:3]1[CH:4]=[C:5]([NH2:14])[C:6]([NH2:13])=[CH:7][C:8]=1[C:9]([F:12])([F:11])[F:10].C([O:21][C:22](=O)[CH2:23][C:24]([C:26]1[CH:31]=[CH:30][CH:29]=[C:28]([C:32]2[CH:37]=[C:36]([CH3:38])[N:35]=[C:34]([CH3:39])[CH:33]=2)[CH:27]=1)=O)(C)(C)C.C(O)(C(F)(F)F)=O. Product: [CH3:39][C:34]1[CH:33]=[C:32]([C:28]2[CH:27]=[C:26]([C:24]3[CH2:23][C:22](=[O:21])[NH:13][C:6]4[CH:7]=[C:8]([C:9]([F:12])([F:11])[F:10])[C:3]([C:2]([F:15])([F:16])[F:1])=[CH:4][C:5]=4[N:14]=3)[CH:31]=[CH:30][CH:29]=2)[CH:37]=[C:36]([CH3:38])[N:35]=1. The catalyst class is: 308. (3) Reactant: [CH2:1]([O:3][C:4](=[O:19])[CH:5]([O:16][CH2:17][CH3:18])[CH2:6][C:7]1[CH:15]=[CH:14][CH:13]=[C:12]2[C:8]=1[CH:9]=[CH:10][NH:11]2)[CH3:2].Cl[CH2:21][C:22]1[N:23]=[C:24]([C:28]2[CH:33]=[CH:32][CH:31]=[C:30]([Cl:34])[CH:29]=2)[O:25][C:26]=1[CH3:27].[H-].[Na+]. Product: [CH2:1]([O:3][C:4](=[O:19])[CH:5]([O:16][CH2:17][CH3:18])[CH2:6][C:7]1[CH:15]=[CH:14][CH:13]=[C:12]2[C:8]=1[CH:9]=[CH:10][N:11]2[CH2:21][C:22]1[N:23]=[C:24]([C:28]2[CH:33]=[CH:32][CH:31]=[C:30]([Cl:34])[CH:29]=2)[O:25][C:26]=1[CH3:27])[CH3:2]. The catalyst class is: 9. (4) Reactant: C([N:8]1[CH2:13][CH2:12][CH:11]([CH2:14][CH2:15][N:16]2[CH2:20][C:19]3=[CH:21][N:22]=[C:23]([CH3:24])[N:18]3[C:17]2=[O:25])[CH2:10][CH2:9]1)C1C=CC=CC=1. Product: [CH3:24][C:23]1[N:18]2[C:17](=[O:25])[N:16]([CH2:15][CH2:14][CH:11]3[CH2:12][CH2:13][NH:8][CH2:9][CH2:10]3)[CH2:20][C:19]2=[CH:21][N:22]=1. The catalyst class is: 352. (5) Reactant: Br[CH2:2][CH2:3]/[CH:4]=[C:5](\[CH3:15])/[CH2:6][CH2:7][CH2:8][CH2:9][CH2:10][CH2:11][CH2:12][CH2:13][CH3:14].[C-:16]#[N:17].[K+]. Product: [CH3:15]/[C:5](/[CH2:6][CH2:7][CH2:8][CH2:9][CH2:10][CH2:11][CH2:12][CH2:13][CH3:14])=[CH:4]\[CH2:3][CH2:2][C:16]#[N:17]. The catalyst class is: 18.